From a dataset of Forward reaction prediction with 1.9M reactions from USPTO patents (1976-2016). Predict the product of the given reaction. Given the reactants N1C=CC=CC=1S[C:8](=[O:21])[CH2:9][CH:10]1[C:18]2[C:13](=[CH:14][C:15]([O:19][CH3:20])=[CH:16][CH:17]=2)[CH2:12][CH2:11]1.N1C=CC=CC=1SC(=O)CC[C:32]1[CH2:37][CH2:36][CH2:35][CH2:34]C=1, predict the reaction product. The product is: [CH:34]1([C:8](=[O:21])[CH2:9][CH:10]2[C:18]3[C:13](=[CH:14][C:15]([O:19][CH3:20])=[CH:16][CH:17]=3)[CH2:12][CH2:11]2)[CH2:35][CH2:36][CH2:37][CH2:32]1.